From a dataset of Full USPTO retrosynthesis dataset with 1.9M reactions from patents (1976-2016). Predict the reactants needed to synthesize the given product. (1) The reactants are: [Cl:1][C:2]1[NH:3][C:4]2[C:9]([CH:10]=1)=[CH:8][CH:7]=[C:6]([Cl:11])[CH:5]=2.Br[C:13]1[CH:14]=[N:15][N:16]([CH2:18][CH2:19][CH3:20])[CH:17]=1.P([O-])([O-])([O-])=O.[K+].[K+].[K+].CNCCNC. Given the product [Cl:1][C:2]1[N:3]([C:13]2[CH:14]=[N:15][N:16]([CH2:18][CH2:19][CH3:20])[CH:17]=2)[C:4]2[C:9]([CH:10]=1)=[CH:8][CH:7]=[C:6]([Cl:11])[CH:5]=2, predict the reactants needed to synthesize it. (2) Given the product [NH:1]1[C:9]2[C:4](=[CH:5][C:6]([NH:10][CH:11]3[CH2:12][CH2:13][CH2:11][N:10]([CH:6]([C:19]4[CH:18]=[CH:8][CH:9]=[CH:4][CH:3]=4)[CH3:5])[CH2:16]3)=[CH:7][CH:8]=2)[CH:3]=[N:2]1, predict the reactants needed to synthesize it. The reactants are: [NH:1]1[C:9]2[C:4](=[CH:5][C:6]([NH:10][CH:11]3[CH2:16]CN[CH2:13][CH2:12]3)=[CH:7][CH:8]=2)[CH:3]=[N:2]1.F[C:18](F)(F)[C:19](O)=O. (3) Given the product [CH3:37][O:36][C:33]1[CH:32]=[CH:31][C:30]([C:29]([C:28]2[CH:27]=[CH:26][C:25]([O:24][CH3:23])=[CH:46][CH:45]=2)([C:38]2[CH:43]=[CH:42][CH:41]=[CH:40][CH:39]=2)[O:22][CH2:1][CH2:2][CH:3]([OH:21])[CH2:4][CH2:5][CH2:6][CH2:7][CH2:8][CH2:9][CH2:10][CH2:11][CH2:12][CH2:13][CH2:14][CH2:15][CH2:16][CH2:17][CH2:18][CH2:19][CH3:20])=[CH:35][CH:34]=1, predict the reactants needed to synthesize it. The reactants are: [CH2:1]([OH:22])[CH2:2][CH:3]([OH:21])[CH2:4][CH2:5][CH2:6][CH2:7][CH2:8][CH2:9][CH2:10][CH2:11][CH2:12][CH2:13][CH2:14][CH2:15][CH2:16][CH2:17][CH2:18][CH2:19][CH3:20].[CH3:23][O:24][C:25]1[CH:46]=[CH:45][C:28]([C:29](Cl)([C:38]2[CH:43]=[CH:42][CH:41]=[CH:40][CH:39]=2)[C:30]2[CH:35]=[CH:34][C:33]([O:36][CH3:37])=[CH:32][CH:31]=2)=[CH:27][CH:26]=1. (4) Given the product [C@@H:22]12[CH2:29][C@H:28]([N:21]1[CH2:20][C:18]1[S:19][C:14]3[C:13]([N:30]4[CH2:31][CH2:32][O:33][CH2:34][CH2:35]4)=[N:12][C:11]([C:4]4[CH:3]=[C:2]([F:1])[CH:10]=[C:9]5[C:5]=4[CH:6]=[CH:7][NH:8]5)=[N:16][C:15]=3[CH:17]=1)[CH2:27][NH:24][CH2:23]2, predict the reactants needed to synthesize it. The reactants are: [F:1][C:2]1[CH:10]=[C:9]2[C:5]([CH:6]=[CH:7][NH:8]2)=[C:4]([C:11]2[N:12]=[C:13]([N:30]3[CH2:35][CH2:34][O:33][CH2:32][CH2:31]3)[C:14]3[S:19][C:18]([CH2:20][N:21]4CC[N:24]5[CH2:27][CH2:28][CH2:29][C@H:23]5[CH2:22]4)=[CH:17][C:15]=3[N:16]=2)[CH:3]=1.C(OC(N1C[C@@H]2C[C@H](N2)C1)=O)(C)(C)C.C(O)(C(F)(F)F)=O.C(Cl)Cl. (5) The reactants are: CC1C=CC(S([O:11][CH2:12][CH2:13][N:14]2[CH2:18][CH2:17][O:16][C:15]2=[O:19])(=O)=O)=CC=1.C(=O)([O-])[O-].[Cs+].[Cs+].O[C:27]1[CH:32]=[CH:31][CH:30]=[CH:29][C:28]=1/[CH:33]=[CH:34]/[CH:35]([CH2:48][C:49]1[CH:54]=[CH:53][C:52]([C:55]([O:57][CH3:58])=[O:56])=[CH:51][CH:50]=1)[CH2:36][CH2:37][C:38]1[CH:47]=[CH:46][C:41]([C:42]([O:44][CH3:45])=[O:43])=[CH:40][CH:39]=1.[Cl-].[NH4+]. Given the product [CH3:58][O:57][C:55]([C:52]1[CH:51]=[CH:50][C:49]([CH2:48][CH:35](/[CH:34]=[CH:33]/[C:28]2[CH:27]=[CH:32][CH:31]=[CH:30][C:29]=2[O:11][CH2:12][CH2:13][N:14]2[CH2:18][CH2:17][O:16][C:15]2=[O:19])[CH2:36][CH2:37][C:38]2[CH:47]=[CH:46][C:41]([C:42]([O:44][CH3:45])=[O:43])=[CH:40][CH:39]=2)=[CH:54][CH:53]=1)=[O:56], predict the reactants needed to synthesize it. (6) Given the product [F:8][C:7]1[CH:6]=[CH:5][C:4]([C:9]2[N:13]3[CH:14]=[CH:15][C:16]([C:19]([OH:22])([CH3:21])[CH3:20])=[C:17]([F:18])[C:12]3=[N:11][CH:10]=2)=[CH:3][C:2]=1[C:29]1[CH:30]=[CH:31][C:26]([C:23](=[O:25])[CH3:24])=[CH:27][CH:28]=1, predict the reactants needed to synthesize it. The reactants are: Cl[C:2]1[CH:3]=[C:4]([C:9]2[N:13]3[CH:14]=[CH:15][C:16]([C:19]([OH:22])([CH3:21])[CH3:20])=[C:17]([F:18])[C:12]3=[N:11][CH:10]=2)[CH:5]=[CH:6][C:7]=1[F:8].[C:23]([C:26]1[CH:31]=[CH:30][C:29](B(O)O)=[CH:28][CH:27]=1)(=[O:25])[CH3:24].P([O-])([O-])([O-])=O.[K+].[K+].[K+].C(P(C(C)(C)C)C(C)(C)C)(C)(C)C. (7) Given the product [OH:36][C@H:37]1[CH2:41][CH2:40][N:39]([C:30](=[O:32])[CH:29]([C:26]2[CH:27]=[CH:28][C:23]([C:21]3[CH:20]=[N:19][N:18]4[C:14]([C:10]5[CH:9]=[C:8]([NH:7][C:5]([NH:4][CH2:3][C:2]([F:35])([F:34])[F:1])=[O:6])[CH:13]=[CH:12][CH:11]=5)=[CH:15][N:16]=[C:17]4[CH:22]=3)=[CH:24][CH:25]=2)[CH3:33])[CH2:38]1, predict the reactants needed to synthesize it. The reactants are: [F:1][C:2]([F:35])([F:34])[CH2:3][NH:4][C:5]([NH:7][C:8]1[CH:9]=[C:10]([C:14]2[N:18]3[N:19]=[CH:20][C:21]([C:23]4[CH:28]=[CH:27][C:26]([CH:29]([CH3:33])[C:30]([OH:32])=O)=[CH:25][CH:24]=4)=[CH:22][C:17]3=[N:16][CH:15]=2)[CH:11]=[CH:12][CH:13]=1)=[O:6].[OH:36][C@H:37]1[CH2:41][CH2:40][NH:39][CH2:38]1. (8) Given the product [C:1]([C:3]1[C:4]2[N:13]([CH:14]3[CH2:18][CH2:17][CH2:16][CH2:15]3)[CH:12]=[C:11]([NH:19][C:20]3[CH:21]=[C:22]([CH:27]=[CH:28][CH:29]=3)[C:23]([OH:25])=[O:24])[C:5]=2[C:6]([O:9][CH3:10])=[N:7][CH:8]=1)#[N:2], predict the reactants needed to synthesize it. The reactants are: [C:1]([C:3]1[C:4]2[N:13]([CH:14]3[CH2:18][CH2:17][CH2:16][CH2:15]3)[CH:12]=[C:11]([NH:19][C:20]3[CH:21]=[C:22]([CH:27]=[CH:28][CH:29]=3)[C:23]([O:25]C)=[O:24])[C:5]=2[C:6]([O:9][CH3:10])=[N:7][CH:8]=1)#[N:2].CO.C1COCC1.[OH-].[Na+]. (9) Given the product [F:33][C:34]1[CH:39]=[C:38]([F:40])[C:37]([F:41])=[CH:36][C:35]=1[NH:42][C:43](=[O:71])[NH:44][C:45]1[CH:46]=[CH:47][C:48]([C:51]2[S:55][C:54]([CH:56]3[CH2:61][CH2:60][N:59]([CH:62]([CH3:70])[C:63]([OH:65])=[O:64])[CH2:58][CH2:57]3)=[N:53][CH:52]=2)=[CH:49][CH:50]=1, predict the reactants needed to synthesize it. The reactants are: FC1C=CC=CC=1NC(=O)NC1C=CC(C2SC(C3CCC(CC(O)=O)CC3)=NC=2)=CC=1.[F:33][C:34]1[CH:39]=[C:38]([F:40])[C:37]([F:41])=[CH:36][C:35]=1[NH:42][C:43](=[O:71])[NH:44][C:45]1[CH:50]=[CH:49][C:48]([C:51]2[S:55][C:54]([CH:56]3[CH2:61][CH2:60][N:59]([CH:62]([CH3:70])[C:63]([O:65]C(C)(C)C)=[O:64])[CH2:58][CH2:57]3)=[N:53][CH:52]=2)=[CH:47][CH:46]=1.FC(F)(F)C(O)=O.